This data is from Retrosynthesis with 50K atom-mapped reactions and 10 reaction types from USPTO. The task is: Predict the reactants needed to synthesize the given product. (1) Given the product CCCCCCCCNC(=O)c1cc(OCC(=O)O)cs1, predict the reactants needed to synthesize it. The reactants are: CCCCCCCCNC(=O)c1cc(OCC(=O)OC(C)(C)C)cs1. (2) Given the product Oc1ccc(-c2ccc(F)c(CNc3cccc(-c4c(Cc5ccccc5)cnc5c(C(F)(F)F)cccc45)c3)c2)cc1, predict the reactants needed to synthesize it. The reactants are: Nc1cccc(-c2c(Cc3ccccc3)cnc3c(C(F)(F)F)cccc23)c1.O=Cc1cc(-c2ccc(O)cc2)ccc1F.